From a dataset of Forward reaction prediction with 1.9M reactions from USPTO patents (1976-2016). Predict the product of the given reaction. (1) Given the reactants C([O:3][C:4](=[O:28])[C:5]([CH3:27])([CH3:26])[CH2:6][CH2:7][CH2:8][CH2:9][CH2:10][C:11](=[O:25])[CH2:12][CH2:13][CH2:14][CH2:15][CH2:16][C:17]([CH3:24])([CH3:23])[C:18]([O:20]CC)=[O:19])C.[OH-].[K+], predict the reaction product. The product is: [CH3:23][C:17]([CH3:24])([CH2:16][CH2:15][CH2:14][CH2:13][CH2:12][C:11](=[O:25])[CH2:10][CH2:9][CH2:8][CH2:7][CH2:6][C:5]([CH3:27])([CH3:26])[C:4]([OH:28])=[O:3])[C:18]([OH:20])=[O:19]. (2) Given the reactants [Br:1][C:2]1[CH:15]=[CH:14][C:13]2[C:12]([C:17]3[CH:22]=[CH:21][CH:20]=[CH:19][CH:18]=3)(O)[C:11]3[C:6](=[CH:7][CH:8]=[CH:9][CH:10]=3)[C:5]([C:24]3[CH:29]=[CH:28][CH:27]=[CH:26][CH:25]=3)(O)[C:4]=2[CH:3]=1.[I-].[K+].O.[PH2](=O)[O-].[Na+].[PH2](=O)O, predict the reaction product. The product is: [Br:1][C:2]1[CH:15]=[CH:14][C:13]2[C:4](=[C:5]([C:24]3[CH:29]=[CH:28][CH:27]=[CH:26][CH:25]=3)[C:6]3[C:11]([C:12]=2[C:17]2[CH:22]=[CH:21][CH:20]=[CH:19][CH:18]=2)=[CH:10][CH:9]=[CH:8][CH:7]=3)[CH:3]=1. (3) Given the reactants [Cl:1][C:2]1[CH:3]=[C:4]([C@@H:10]([OH:24])[C@@H:11]([NH:13][C:14](=[O:23])OCC2C=CC=CC=2)[CH3:12])[CH:5]=[CH:6][C:7]=1[O:8][CH3:9].[H-].[Na+], predict the reaction product. The product is: [Cl:1][C:2]1[CH:3]=[C:4]([C@H:10]2[O:24][C:14](=[O:23])[NH:13][C@H:11]2[CH3:12])[CH:5]=[CH:6][C:7]=1[O:8][CH3:9]. (4) Given the reactants [Br:1][C:2]1[CH:10]=[CH:9][C:5]([C:6]([OH:8])=[O:7])=[CH:4][CH:3]=1.[CH2:11](Cl)Cl.S(Cl)(Cl)=O, predict the reaction product. The product is: [CH3:11][O:7][C:6](=[O:8])[C:5]1[CH:9]=[CH:10][C:2]([Br:1])=[CH:3][CH:4]=1. (5) Given the reactants Cl.[CH3:2][O:3][C:4]1[CH:5]=[C:6]([C:12]2[C:13]([CH3:25])([CH3:24])[C:14](=[O:23])[N:15]([CH:17]3[CH2:22][CH2:21][NH:20][CH2:19][CH2:18]3)[N:16]=2)[CH:7]=[CH:8][C:9]=1[O:10][CH3:11].[CH3:26][C:27]1[C:36]2[C:31](=[CH:32][CH:33]=[CH:34][CH:35]=2)[N:30]=[C:29]([C:37](O)=[O:38])[CH:28]=1, predict the reaction product. The product is: [CH3:2][O:3][C:4]1[CH:5]=[C:6]([C:12]2[C:13]([CH3:25])([CH3:24])[C:14](=[O:23])[N:15]([CH:17]3[CH2:22][CH2:21][N:20]([C:37]([C:29]4[CH:28]=[C:27]([CH3:26])[C:36]5[C:31](=[CH:32][CH:33]=[CH:34][CH:35]=5)[N:30]=4)=[O:38])[CH2:19][CH2:18]3)[N:16]=2)[CH:7]=[CH:8][C:9]=1[O:10][CH3:11]. (6) Given the reactants [CH3:1][NH:2][C:3]([C:5]1[CH:13]=[C:12]2[C:8]([CH:9]=[CH:10][N:11]2[CH:14]2[CH2:19][CH2:18][NH:17][CH2:16][CH2:15]2)=[CH:7][CH:6]=1)=[O:4].[CH3:20][O:21][C:22]1[C:31]([CH2:32][CH:33]=O)=[C:30]2[C:25]([C:26](=[O:37])[CH2:27][C:28]([CH3:36])([CH3:35])[O:29]2)=[CH:24][CH:23]=1.C(O[BH-](OC(=O)C)OC(=O)C)(=O)C.[Na+].C(=O)(O)[O-].[Na+], predict the reaction product. The product is: [CH3:20][O:21][C:22]1[C:31]([CH2:32][CH2:33][N:17]2[CH2:18][CH2:19][CH:14]([N:11]3[C:12]4[C:8](=[CH:7][CH:6]=[C:5]([C:3]([NH:2][CH3:1])=[O:4])[CH:13]=4)[CH:9]=[CH:10]3)[CH2:15][CH2:16]2)=[C:30]2[C:25]([C:26](=[O:37])[CH2:27][C:28]([CH3:36])([CH3:35])[O:29]2)=[CH:24][CH:23]=1. (7) The product is: [F:1][C:2]1[C:3]([C:12]([N:26]2[CH2:25][CH2:24][N:23]([CH2:29][CH:30]([N:34]3[CH:38]=[C:37]([C:39]4[C:40]5[CH:47]=[CH:46][NH:45][C:41]=5[N:42]=[CH:43][N:44]=4)[CH:36]=[N:35]3)[CH2:31][C:32]#[N:33])[CH2:28][CH2:27]2)=[O:14])=[N:4][CH:5]=[C:6]([C:8]([F:9])([F:10])[F:11])[CH:7]=1. Given the reactants [F:1][C:2]1[C:3]([C:12]([OH:14])=O)=[N:4][CH:5]=[C:6]([C:8]([F:11])([F:10])[F:9])[CH:7]=1.C(N(CC)CC)C.Cl.[N:23]1([CH2:29][CH:30]([N:34]2[CH:38]=[C:37]([C:39]3[C:40]4[CH:47]=[CH:46][N:45](COCC[Si](C)(C)C)[C:41]=4[N:42]=[CH:43][N:44]=3)[CH:36]=[N:35]2)[CH2:31][C:32]#[N:33])[CH2:28][CH2:27][NH:26][CH2:25][CH2:24]1, predict the reaction product. (8) The product is: [F:28][C:27]1[C:22]([C:20]2[CH:21]=[C:16]([C:12]3[N:4]4[CH:5]=[CH:6][C:7]([C:8]([F:9])([F:10])[F:11])=[C:2]([F:1])[C:3]4=[N:14][CH:13]=3)[CH:17]=[CH:18][C:19]=2[F:30])=[N:23][CH:24]=[C:25]([F:29])[CH:26]=1. Given the reactants [F:1][C:2]1[C:3]2[N:4]([CH:12]=[CH:13][N:14]=2)[CH:5]=[CH:6][C:7]=1[C:8]([F:11])([F:10])[F:9].Br[C:16]1[CH:17]=[CH:18][C:19]([F:30])=[C:20]([C:22]2[C:27]([F:28])=[CH:26][C:25]([F:29])=[CH:24][N:23]=2)[CH:21]=1, predict the reaction product. (9) The product is: [Cl:11][C:12]1[C:21]2[C:16](=[CH:17][CH:18]=[CH:19][CH:20]=2)[C:15]([C:22]2[CH:27]=[CH:26][CH:25]=[C:24]([F:28])[CH:23]=2)=[C:14]([CH:29]([NH:31][C:2]2[N:10]=[CH:9][N:8]=[C:7]3[C:3]=2[N:4]=[CH:5][NH:6]3)[CH3:30])[CH:13]=1. Given the reactants Br[C:2]1[N:10]=[CH:9][N:8]=[C:7]2[C:3]=1[N:4]=[CH:5][NH:6]2.[Cl:11][C:12]1[C:21]2[C:16](=[CH:17][CH:18]=[CH:19][CH:20]=2)[C:15]([C:22]2[CH:27]=[CH:26][CH:25]=[C:24]([F:28])[CH:23]=2)=[C:14]([CH:29]([NH2:31])[CH3:30])[CH:13]=1.C(N(CC)C(C)C)(C)C, predict the reaction product. (10) Given the reactants [Cl-].O[NH3+:3].[C:4](=[O:7])([O-])[OH:5].[Na+].CS(C)=O.[CH3:13][C:14]1([CH3:50])[CH2:18][C:17]2[CH:19]=[C:20]([N:23]3[C:28](=[O:29])[C:27]([CH2:30][C:31]4[CH:36]=[CH:35][C:34]([C:37]5[C:38]([C:43]#[N:44])=[CH:39][CH:40]=[CH:41][CH:42]=5)=[C:33]([F:45])[CH:32]=4)=[C:26]([CH2:46][CH2:47][CH3:48])[N:25]=[C:24]3[CH3:49])[CH:21]=[CH:22][C:16]=2[O:15]1, predict the reaction product. The product is: [CH3:13][C:14]1([CH3:50])[CH2:18][C:17]2[CH:19]=[C:20]([N:23]3[C:28](=[O:29])[C:27]([CH2:30][C:31]4[CH:36]=[CH:35][C:34]([C:37]5[CH:42]=[CH:41][CH:40]=[CH:39][C:38]=5[C:43]5[NH:3][C:4](=[O:7])[O:5][N:44]=5)=[C:33]([F:45])[CH:32]=4)=[C:26]([CH2:46][CH2:47][CH3:48])[N:25]=[C:24]3[CH3:49])[CH:21]=[CH:22][C:16]=2[O:15]1.